From a dataset of Reaction yield outcomes from USPTO patents with 853,638 reactions. Predict the reaction yield, written as a fraction of the theoretical maximum amount of product (1.0 means a 100% yield; for example, 0.34 means a 34% yield). (1) The reactants are [CH2:1]([C:5]1[NH:6][CH:7]=[CH:8][N:9]=1)[CH2:2][CH2:3][CH3:4].C[O-].[Na+].[Cl:13][C:14]1[CH:21]=[CH:20][CH:19]=[CH:18][C:15]=1[CH2:16]Br. The catalyst is CO. The product is [CH2:1]([C:5]1[N:6]([CH2:16][C:15]2[CH:18]=[CH:19][CH:20]=[CH:21][C:14]=2[Cl:13])[CH:7]=[CH:8][N:9]=1)[CH2:2][CH2:3][CH3:4]. The yield is 0.610. (2) The reactants are [CH2:1]([O:3][C:4]([C:6]1[C:7](=[O:22])[C:8]2[C:13]([C:14]=1[C:15]1[CH:20]=[CH:19][CH:18]=[CH:17][CH:16]=1)=[CH:12][CH:11]=[C:10]([CH3:21])[CH:9]=2)=[O:5])[CH3:2].[Br:23]N1C(=O)CCC1=O.N(C(C)(C)C#N)=NC(C)(C)C#N. The catalyst is C(Cl)(Cl)(Cl)Cl.[W]. The product is [CH2:1]([O:3][C:4]([C:6]1[C:7](=[O:22])[C:8]2[C:13]([C:14]=1[C:15]1[CH:20]=[CH:19][CH:18]=[CH:17][CH:16]=1)=[CH:12][CH:11]=[C:10]([CH2:21][Br:23])[CH:9]=2)=[O:5])[CH3:2]. The yield is 0.367. (3) The reactants are [Br:1][C:2]1[CH:3]=[N:4][NH:5][CH:6]=1.[O:7]1[CH:12]=[CH:11][CH2:10][CH2:9][CH2:8]1. The catalyst is FC(F)(F)C(O)=O.[H-].[Na+]. The product is [Br:1][C:2]1[CH:3]=[N:4][N:5]([CH:8]2[CH2:9][CH2:10][CH2:11][CH2:12][O:7]2)[CH:6]=1. The yield is 0.890. (4) The reactants are Br[C:2]1[N:7]=[C:6]([CH3:8])[C:5]([CH:9]=[O:10])=[CH:4][CH:3]=1.[OH:11][C:12]1[CH:19]=[CH:18][C:15](C#N)=[CH:14][CH:13]=1.[C:20]([O-])([O-])=[O:21].[K+].[K+]. The catalyst is CN(C=O)C. The product is [CH3:20][O:21][C:15]1[CH:18]=[CH:19][C:12]([O:11][C:2]2[N:7]=[C:6]([CH3:8])[C:5]([CH:9]=[O:10])=[CH:4][CH:3]=2)=[CH:13][CH:14]=1. The yield is 0.800. (5) The reactants are C(O[CH2:5][CH:6]=[CH:7][C:8]1[CH:13]=[CH:12][CH:11]=[C:10]([O:14][CH3:15])[CH:9]=1)(=O)C.[CH3:16][Si:17]([CH3:24])([CH3:23])[C:18]#[C:19]C(O)=O.C(=O)([O-])[O-].[Cs+].[Cs+]. The catalyst is C1C=CC([P]([Pd]([P](C2C=CC=CC=2)(C2C=CC=CC=2)C2C=CC=CC=2)([P](C2C=CC=CC=2)(C2C=CC=CC=2)C2C=CC=CC=2)[P](C2C=CC=CC=2)(C2C=CC=CC=2)C2C=CC=CC=2)(C2C=CC=CC=2)C2C=CC=CC=2)=CC=1.C1(C)C=CC=CC=1. The product is [CH3:15][O:14][C:10]1[CH:9]=[C:8](/[CH:7]=[CH:6]/[CH2:5][C:19]#[C:18][Si:17]([CH3:24])([CH3:23])[CH3:16])[CH:13]=[CH:12][CH:11]=1. The yield is 0.420. (6) No catalyst specified. The yield is 0.330. The product is [N:27]1[C:19]([NH:18][C@H:16]([C:8]2[N:7]([CH:4]3[CH2:5][CH2:6][N:1]([CH2:30][CH2:29][C:28]#[N:31])[CH2:2][CH2:3]3)[C:11]3[CH:12]=[CH:13][CH:14]=[CH:15][C:10]=3[N:9]=2)[CH3:17])=[C:20]2[C:24]([NH:23][CH:22]=[N:21]2)=[N:25][CH:26]=1. The reactants are [NH:1]1[CH2:6][CH2:5][CH:4]([N:7]2[C:11]3[CH:12]=[CH:13][CH:14]=[CH:15][C:10]=3[N:9]=[C:8]2[C@@H:16]([NH:18][C:19]2[N:27]=[CH:26][N:25]=[C:24]3[C:20]=2[N:21]=[CH:22][NH:23]3)[CH3:17])[CH2:3][CH2:2]1.[C:28](#[N:31])[CH:29]=[CH2:30]. (7) The reactants are Br[C:2]1[C:14]2[C:13]3[C:8](=[CH:9][C:10]([C:15]([OH:18])([CH3:17])[CH3:16])=[CH:11][CH:12]=3)[NH:7][C:6]=2[C:5]([C:19]([NH2:21])=[O:20])=[CH:4][C:3]=1[Cl:22].[CH3:23][O:24][C:25]1[CH:34]=[C:33]2[C:28]([C:29](=[O:53])[N:30]([C:37]3[CH:42]=[CH:41][CH:40]=[C:39](B4OC(C)(C)C(C)(C)O4)[C:38]=3[CH3:52])[C:31](=[O:36])[N:32]2[CH3:35])=[CH:27][CH:26]=1.C([O-])([O-])=O.[Cs+].[Cs+]. The catalyst is C1COCC1.O.C1C=CC(P(C2C=CC=CC=2)[C-]2C=CC=C2)=CC=1.C1C=CC(P(C2C=CC=CC=2)[C-]2C=CC=C2)=CC=1.Cl[Pd]Cl.[Fe+2].C(Cl)Cl. The product is [Cl:22][C:3]1[CH:4]=[C:5]([C:19]([NH2:21])=[O:20])[C:6]2[NH:7][C:8]3[C:13]([C:14]=2[C:2]=1[C:39]1[CH:40]=[CH:41][CH:42]=[C:37]([N:30]2[C:29](=[O:53])[C:28]4[C:33](=[CH:34][C:25]([O:24][CH3:23])=[CH:26][CH:27]=4)[N:32]([CH3:35])[C:31]2=[O:36])[C:38]=1[CH3:52])=[CH:12][CH:11]=[C:10]([C:15]([OH:18])([CH3:17])[CH3:16])[CH:9]=3. The yield is 0.920.